Dataset: Reaction yield outcomes from USPTO patents with 853,638 reactions. Task: Predict the reaction yield, written as a fraction of the theoretical maximum amount of product (1.0 means a 100% yield; for example, 0.34 means a 34% yield). (1) The reactants are CS(O[C@@H:6]1[C@@H:11]([CH3:12])[CH2:10][C@@H:9]([C:13]2[CH:18]=[CH:17][N:16]=[CH:15][C:14]=2[NH:19]C(OC(C)(C)C)=O)[CH2:8][C@H:7]1[NH:27][C:28]([O:30][C:31]([CH3:34])([CH3:33])[CH3:32])=[O:29])(=O)=O.[C-:35]#[N:36].[Na+].C(O)(C(F)(F)F)=O.CC(OC(OC(OC(C)(C)C)=O)=O)(C)C. The catalyst is CN(C=O)C.C(Cl)Cl.O1CCOCC1. The product is [NH2:19][C:14]1[CH:15]=[N:16][CH:17]=[CH:18][C:13]=1[C@H:9]1[CH2:8][C@@H:7]([NH:27][C:28](=[O:29])[O:30][C:31]([CH3:33])([CH3:34])[CH3:32])[C@@H:6]([C:35]#[N:36])[C@@H:11]([CH3:12])[CH2:10]1. The yield is 0.200. (2) The reactants are [CH3:1][CH:2]1[CH:6]2[C:7]([NH:9][CH:10]=[C:11]([CH3:12])[CH:5]2[CH2:4][CH2:3]1)=[O:8].[Br:13][C:14]1[CH:19]=[CH:18][C:17]([Bi]([C:17]2[CH:18]=[CH:19][C:14]([Br:13])=[CH:15][CH:16]=2)[C:17]2[CH:18]=[CH:19][C:14]([Br:13])=[CH:15][CH:16]=2)=[CH:16][CH:15]=1.C(N(CC)CC)C. The yield is 0.770. The product is [Br:13][C:14]1[CH:19]=[CH:18][C:17]([N:9]2[CH:10]=[C:11]([CH3:12])[C@H:5]3[CH2:4][CH2:3][C@H:2]([CH3:1])[C@H:6]3[C:7]2=[O:8])=[CH:16][CH:15]=1. The catalyst is ClCCl.C([O-])(=O)C.[Cu+2].C([O-])(=O)C. (3) The catalyst is C1(C)C=CC=CC=1. The product is [CH3:31][O:30][C:28]1[CH:27]=[C:26]([CH2:32][CH2:33][C:34]2[CH:35]=[C:36]([NH:39][C:15](=[O:17])[C:14]3[CH:13]=[CH:12][C:11]([N:7]4[CH2:8][CH2:9][CH2:10][N:4]([CH2:1][CH:2]=[CH2:3])[CH2:5][CH2:6]4)=[CH:21][CH:20]=3)[NH:37][N:38]=2)[CH:25]=[C:24]([O:23][CH3:22])[CH:29]=1. The reactants are [CH2:1]([N:4]1[CH2:10][CH2:9][CH2:8][N:7]([C:11]2[CH:21]=[CH:20][C:14]([C:15]([O:17]CC)=O)=[CH:13][CH:12]=2)[CH2:6][CH2:5]1)[CH:2]=[CH2:3].[CH3:22][O:23][C:24]1[CH:25]=[C:26]([CH2:32][CH2:33][C:34]2[CH:35]=[C:36]([NH2:39])[NH:37][N:38]=2)[CH:27]=[C:28]([O:30][CH3:31])[CH:29]=1.C[Al](C)C.C(Cl)Cl.CCOCC. The yield is 0.145. (4) The reactants are [CH3:1][S:2](Cl)(=[O:4])=[O:3].[OH:6][CH2:7][CH:8]1[CH2:13][CH2:12][CH2:11][CH2:10][CH:9]1[C:14]([O:16][CH3:17])=[O:15]. The catalyst is C(Cl)Cl. The product is [CH3:1][S:2]([O:6][CH2:7][C@@H:8]1[CH2:13][CH2:12][CH2:11][CH2:10][C@H:9]1[C:14]([O:16][CH3:17])=[O:15])(=[O:4])=[O:3]. The yield is 1.00. (5) The reactants are C=O.[C:3](O[BH-](OC(=O)C)OC(=O)C)(=O)C.[Na+].[Cl:17][C:18]1[CH:23]=[CH:22][C:21]([C:24]2[C:28]3[CH2:29][N:30]([S:33]([CH3:36])(=[O:35])=[O:34])[CH2:31][CH2:32][C:27]=3[N:26]([CH2:37][CH2:38][CH2:39][N:40]3[CH2:45][CH2:44][N:43]([C:46]4[CH:51]=[CH:50][CH:49]=[CH:48][CH:47]=4)[CH2:42][CH2:41]3)[N:25]=2)=[CH:20][C:19]=1[C:52]#[C:53][C:54]1[CH:63]=[C:62]2[C:57]([CH2:58][CH2:59][NH:60][CH2:61]2)=[CH:56][CH:55]=1. The catalyst is ClC(Cl)C.[OH-].[Na+]. The product is [Cl:17][C:18]1[CH:23]=[CH:22][C:21]([C:24]2[C:28]3[CH2:29][N:30]([S:33]([CH3:36])(=[O:35])=[O:34])[CH2:31][CH2:32][C:27]=3[N:26]([CH2:37][CH2:38][CH2:39][N:40]3[CH2:41][CH2:42][N:43]([C:46]4[CH:51]=[CH:50][CH:49]=[CH:48][CH:47]=4)[CH2:44][CH2:45]3)[N:25]=2)=[CH:20][C:19]=1[C:52]#[C:53][C:54]1[CH:63]=[C:62]2[C:57]([CH2:58][CH2:59][N:60]([CH3:3])[CH2:61]2)=[CH:56][CH:55]=1. The yield is 0.400. (6) The reactants are [CH3:1][C:2]([CH3:9])([CH3:8])[C:3](=O)[CH2:4][C:5]#[N:6].[ClH:10].[CH3:11][O:12][C:13]1[CH:14]=[C:15]([NH:19][NH2:20])[CH:16]=[CH:17][CH:18]=1. The catalyst is CO. The product is [ClH:10].[C:2]([C:3]1[CH:4]=[C:5]([NH2:6])[N:19]([C:15]2[CH:16]=[CH:17][CH:18]=[C:13]([O:12][CH3:11])[CH:14]=2)[N:20]=1)([CH3:9])([CH3:8])[CH3:1]. The yield is 0.800. (7) The reactants are C([C@@H:5]1[NH:10][C:9](=[O:11])[C@H:8]([CH2:12][CH:13]([CH3:15])[CH3:14])[NH:7][CH2:6]1)(CC)C.[F:16][C:17]1[CH:22]=[CH:21][C:20]([C:23]2[O:27][N:26]=[C:25]([CH:28]=O)[CH:24]=2)=[CH:19][CH:18]=1.[CH2:30]([C@@H:34]1N(CC2C=C(C3C=CC=CC=3)ON=2)[CH2:34][C@H:30]([CH2:31][CH:32](C)C)NC1=O)[CH:31](C)[CH3:32]. No catalyst specified. The product is [C@H:30]([N:10]1[CH2:5][CH2:6][N:7]([CH2:28][C:25]2[CH:24]=[C:23]([C:20]3[CH:21]=[CH:22][C:17]([F:16])=[CH:18][CH:19]=3)[O:27][N:26]=2)[CH:8]([CH2:12][CH:13]([CH3:14])[CH3:15])[C:9]1=[O:11])([CH2:31][CH3:32])[CH3:34]. The yield is 0.140. (8) The reactants are [NH:1]1[CH2:9][CH2:8][CH:4]([C:5]([NH2:7])=[O:6])[CH2:3][CH2:2]1.[CH2:10]=O. The catalyst is O.[Pd]. The product is [CH3:10][N:1]1[CH2:9][CH2:8][CH:4]([C:5]([NH2:7])=[O:6])[CH2:3][CH2:2]1. The yield is 0.640. (9) The reactants are [C:1]([CH2:3][C:4]1[CH:34]=[CH:33][C:7]([CH2:8][C:9]2([CH2:22][NH:23][C@@H:24]3[CH2:26][C@H:25]3[C:27]3[CH:32]=[CH:31][CH:30]=[CH:29][CH:28]=3)[CH2:14][CH2:13][N:12]([C:15]([O:17][C:18]([CH3:21])([CH3:20])[CH3:19])=[O:16])[CH2:11][CH2:10]2)=[CH:6][CH:5]=1)#[N:2].C(N(CC)C(C)C)(C)C.[F:44][C:45]([F:56])([F:55])[C:46](O[C:46](=[O:47])[C:45]([F:56])([F:55])[F:44])=[O:47]. The catalyst is C(Cl)Cl. The product is [C:1]([CH2:3][C:4]1[CH:5]=[CH:6][C:7]([CH2:8][C:9]2([CH2:22][N:23]([C@@H:24]3[CH2:26][C@H:25]3[C:27]3[CH:32]=[CH:31][CH:30]=[CH:29][CH:28]=3)[C:46](=[O:47])[C:45]([F:56])([F:55])[F:44])[CH2:14][CH2:13][N:12]([C:15]([O:17][C:18]([CH3:20])([CH3:19])[CH3:21])=[O:16])[CH2:11][CH2:10]2)=[CH:33][CH:34]=1)#[N:2]. The yield is 0.950. (10) The reactants are [CH2:1]([C:3]1([CH2:58][CH3:59])[C:15]2[CH:14]=[C:13]([C:16]3[CH:36]=[CH:35][CH:34]=[CH:33][C:17]=3[NH:18][C:19]3[CH:24]=[CH:23][C:22]([CH2:25][CH2:26][CH2:27][CH2:28][CH2:29][CH2:30][CH2:31][CH3:32])=[CH:21][CH:20]=3)[CH:12]=[CH:11][C:10]=2[C:9]2[C:4]1=[CH:5][C:6]([C:37]1[CH:57]=[CH:56][CH:55]=[CH:54][C:38]=1[NH:39][C:40]1[CH:45]=[CH:44][C:43]([CH2:46][CH2:47][CH2:48][CH2:49][CH2:50][CH2:51][CH2:52][CH3:53])=[CH:42][CH:41]=1)=[CH:7][CH:8]=2)[CH3:2]. The catalyst is C1(C)C=CC=CC=1.CC([O-])=O.CC([O-])=O.[Pd+2].CC([O-])=O.CC([O-])=O.[Cu+2]. The product is [CH2:58]([C:3]1([CH2:1][CH3:2])[C:4]2[C:9](=[CH:8][C:7]3[N:39]([C:40]4[CH:45]=[CH:44][C:43]([CH2:46][CH2:47][CH2:48][CH2:49][CH2:50][CH2:51][CH2:52][CH3:53])=[CH:42][CH:41]=4)[C:38]4[CH:54]=[CH:55][CH:56]=[CH:57][C:37]=4[C:6]=3[CH:5]=2)[C:10]2=[CH:11][C:12]3[N:18]([C:19]4[CH:24]=[CH:23][C:22]([CH2:25][CH2:26][CH2:27][CH2:28][CH2:29][CH2:30][CH2:31][CH3:32])=[CH:21][CH:20]=4)[C:17]4[C:16]([C:13]=3[CH:14]=[C:15]12)=[CH:36][CH:35]=[CH:34][CH:33]=4)[CH3:59]. The yield is 0.730.